Dataset: Reaction yield outcomes from USPTO patents with 853,638 reactions. Task: Predict the reaction yield, written as a fraction of the theoretical maximum amount of product (1.0 means a 100% yield; for example, 0.34 means a 34% yield). (1) The reactants are CC([CH:5]1[CH2:10][CH:9]([C:11]([NH:13][CH2:14][C:15]2[CH:20]=[CH:19][C:18]([Cl:21])=[CH:17][C:16]=2[Cl:22])=[O:12])[CH2:8][CH2:7][N:6]1C([O-])=O)(C)C.FC(F)(F)C(O)=O. The catalyst is C(Cl)Cl. The product is [Cl:22][C:16]1[CH:17]=[C:18]([Cl:21])[CH:19]=[CH:20][C:15]=1[CH2:14][NH:13][C:11]([CH:9]1[CH2:10][CH2:5][NH:6][CH2:7][CH2:8]1)=[O:12]. The yield is 0.660. (2) The reactants are [CH2:1]([O:8][C:9]1[CH:15]=[CH:14][C:12]([NH2:13])=[CH:11][CH:10]=1)[C:2]1[CH:7]=[CH:6][CH:5]=[CH:4][CH:3]=1.C(N(CC)CC)C.[Br:23][CH:24]([CH2:28][CH2:29][Br:30])[C:25](Cl)=[O:26].O. The catalyst is ClCCl. The product is [CH2:1]([O:8][C:9]1[CH:10]=[CH:11][C:12]([NH:13][C:25](=[O:26])[CH:24]([Br:23])[CH2:28][CH2:29][Br:30])=[CH:14][CH:15]=1)[C:2]1[CH:3]=[CH:4][CH:5]=[CH:6][CH:7]=1. The yield is 0.220. (3) The reactants are [N+:1]([C:4]1[CH:9]=[CH:8][CH:7]=[CH:6][C:5]=1[C:10]1[NH:14][CH:13]=[N:12][CH:11]=1)([O-])=O.NN. The catalyst is CO. The product is [NH:14]1[C:10]([C:5]2[CH:6]=[CH:7][CH:8]=[CH:9][C:4]=2[NH2:1])=[CH:11][N:12]=[CH:13]1. The yield is 0.260. (4) The reactants are [CH3:1][C:2]1[CH:3]=[C:4]2[C:8](=[CH:9][CH:10]=1)[NH:7][CH:6]=[C:5]2[CH2:11][CH2:12][OH:13].B(F)(F)F.CCOCC.[C:23]([CH2:27][C:28]([O:30][CH2:31][CH3:32])=[O:29])(=O)[CH2:24][CH3:25]. The catalyst is ClCCl. The product is [CH2:31]([O:30][C:28](=[O:29])[CH2:27][C:23]1([CH2:24][CH3:25])[C:6]2[NH:7][C:8]3[C:4]([C:5]=2[CH2:11][CH2:12][O:13]1)=[CH:3][C:2]([CH3:1])=[CH:10][CH:9]=3)[CH3:32]. The yield is 0.520. (5) The reactants are [O:1]1[CH2:6][CH2:5][CH:4]([S:7]([C:10]2[CH:15]=[CH:14][C:13]([C:16]3[CH:21]=[CH:20][N:19]=[C:18]([NH:22][C:23]4[CH:31]=[CH:30][C:26]([C:27]([OH:29])=O)=[CH:25][CH:24]=4)[N:17]=3)=[CH:12][CH:11]=2)(=[O:9])=[O:8])[CH2:3][CH2:2]1.[CH3:32][N:33]([CH2:35][CH2:36][CH2:37][N:38]1[CH2:43][CH2:42][NH:41][CH2:40][CH2:39]1)[CH3:34].CCN=C=NCCCN(C)C.C1C=CC2N(O)N=NC=2C=1. The catalyst is C1COCC1.C(Cl)Cl. The product is [CH3:34][N:33]([CH3:32])[CH2:35][CH2:36][CH2:37][N:38]1[CH2:39][CH2:40][N:41]([C:27]([C:26]2[CH:25]=[CH:24][C:23]([NH:22][C:18]3[N:17]=[C:16]([C:13]4[CH:12]=[CH:11][C:10]([S:7]([CH:4]5[CH2:3][CH2:2][O:1][CH2:6][CH2:5]5)(=[O:8])=[O:9])=[CH:15][CH:14]=4)[CH:21]=[CH:20][N:19]=3)=[CH:31][CH:30]=2)=[O:29])[CH2:42][CH2:43]1. The yield is 0.220. (6) The reactants are N[C:2]1[CH:7]=[CH:6][CH:5]=[C:4]([Br:8])[C:3]=1[OH:9].C(=O)([O-])[O-].[K+].[K+].Cl[CH2:17][C:18](Cl)=[O:19].C[N:22](C=O)C. The catalyst is C(OCC)(=O)C. The product is [Br:8][C:4]1[C:3]2[O:9][NH:22][C:18](=[O:19])[CH2:17][C:2]=2[CH:7]=[CH:6][CH:5]=1. The yield is 0.910.